This data is from Peptide-MHC class I binding affinity with 185,985 pairs from IEDB/IMGT. The task is: Regression. Given a peptide amino acid sequence and an MHC pseudo amino acid sequence, predict their binding affinity value. This is MHC class I binding data. The peptide sequence is NMKWKFNAL. The MHC is HLA-B08:02 with pseudo-sequence HLA-B08:02. The binding affinity (normalized) is 0.526.